This data is from Full USPTO retrosynthesis dataset with 1.9M reactions from patents (1976-2016). The task is: Predict the reactants needed to synthesize the given product. (1) Given the product [CH:3]1([N:6]2[CH2:7][CH2:8][CH:9]([CH2:12][CH2:13][OH:14])[CH2:10][CH2:11]2)[CH2:5][CH2:4]1, predict the reactants needed to synthesize it. The reactants are: [BH4-].[Li+].[CH:3]1([N:6]2[CH2:11][CH2:10][CH:9]([CH2:12][C:13](OCC)=[O:14])[CH2:8][CH2:7]2)[CH2:5][CH2:4]1.CO.O. (2) Given the product [CH3:16][C@H:7]1[CH:6]=[C:5]([C:3]2[N:27]=[C:26]([SH:29])[S:28][CH:2]=2)[CH2:9][N:8]1[C:10]([O:12][CH2:13][CH:14]=[CH2:15])=[O:11], predict the reactants needed to synthesize it. The reactants are: Cl[CH2:2][C:3]([C:5]1[CH2:9][N:8]([C:10]([O:12][CH2:13][CH:14]=[CH2:15])=[O:11])[C@@H:7]([CH3:16])[CH:6]=1)=O.C(N)(=S)C1C=CN=CC=1.[C:26](=[S:29])([S-:28])[NH2:27].[NH4+]. (3) Given the product [CH2:1]([O:3][CH:4]([C:11]1[CH:12]=[CH:13][C:14]([O:17][CH2:28][C:27]2[CH:30]=[CH:31][CH:32]=[C:25]([O:18][C:19]3[CH:24]=[CH:23][CH:22]=[CH:21][CH:20]=3)[CH:26]=2)=[CH:15][CH:16]=1)[CH2:5][C:6]([O:8][CH2:9][CH3:10])=[O:7])[CH3:2], predict the reactants needed to synthesize it. The reactants are: [CH2:1]([O:3][CH:4]([C:11]1[CH:16]=[CH:15][C:14]([OH:17])=[CH:13][CH:12]=1)[CH2:5][C:6]([O:8][CH2:9][CH3:10])=[O:7])[CH3:2].[O:18]([C:25]1[CH:26]=[C:27]([CH:30]=[CH:31][CH:32]=1)[CH2:28]Cl)[C:19]1[CH:24]=[CH:23][CH:22]=[CH:21][CH:20]=1.C(=O)([O-])[O-].[K+].[K+].[I-].[K+].[Cl-].[NH4+]. (4) Given the product [CH3:1][O:2][C:3]1[CH:8]=[CH:7][C:6]([CH:9]([C:32]2[CH:33]=[CH:34][C:35]([O:38][CH3:39])=[CH:36][CH:37]=2)[N:10]2[C:14]3[CH:15]=[CH:16][CH:17]=[C:18]([O:19][C:20]4[CH:29]=[C:28]([F:30])[CH:27]=[CH:26][C:21]=4[C:22]([O:24][CH3:25])=[O:23])[C:13]=3[N:12]([CH3:43])[C:11]2=[O:31])=[CH:5][CH:4]=1, predict the reactants needed to synthesize it. The reactants are: [CH3:1][O:2][C:3]1[CH:8]=[CH:7][C:6]([CH:9]([C:32]2[CH:37]=[CH:36][C:35]([O:38][CH3:39])=[CH:34][CH:33]=2)[N:10]2[C:14]3[CH:15]=[CH:16][CH:17]=[C:18]([O:19][C:20]4[CH:29]=[C:28]([F:30])[CH:27]=[CH:26][C:21]=4[C:22]([O:24][CH3:25])=[O:23])[C:13]=3[NH:12][C:11]2=[O:31])=[CH:5][CH:4]=1.[H-].[Na+].I[CH3:43]. (5) Given the product [F:8][C:6]1[CH:5]=[C:4]([CH2:9][C@@H:10]([C:25]2[C:30]([C:31]3[CH:32]=[C:33]([CH:37]=[CH:38][CH:39]=3)[C:34]([NH2:36])=[O:35])=[CH:29][CH:28]=[CH:27][N:26]=2)[NH:11][C:12](=[O:24])[CH2:13][C:14]2[C:22]3[C:17](=[CH:18][CH:19]=[CH:20][CH:21]=3)[NH:16][C:15]=2[CH3:41])[CH:3]=[C:2]([F:1])[CH:7]=1, predict the reactants needed to synthesize it. The reactants are: [F:1][C:2]1[CH:3]=[C:4]([CH2:9][C@@H:10]([C:25]2[C:30]([C:31]3[CH:32]=[C:33]([CH:37]=[CH:38][CH:39]=3)[C:34]([NH2:36])=[O:35])=[CH:29][CH:28]=[CH:27][N:26]=2)[NH:11][C:12](=[O:24])[CH2:13][C:14]2[C:22]3[C:17](=[CH:18][CH:19]=[C:20](F)[CH:21]=3)[NH:16][CH:15]=2)[CH:5]=[C:6]([F:8])[CH:7]=1.F[C:41](F)(F)C(O)=O.N[C@H](C1C(C2C=C(C=CC=2)C(N)=O)=CC=CN=1)CC1C=C(F)C=C(F)C=1.CC1NC2C(C=1CC(O)=O)=CC=CC=2. (6) The reactants are: [CH2:1]([O:3][C:4](=[O:20])[CH2:5][C:6](=[O:19])[C:7]([C:10]1[CH:15]=[CH:14][C:13]([O:16][CH3:17])=[C:12]([Br:18])[CH:11]=1)([CH3:9])[CH3:8])[CH3:2].C(=O)([O-])[O-].[Cs+].[Cs+].Cl[C:28]1[CH:35]=[CH:34][C:31]([C:32]#[N:33])=[CH:30][C:29]=1[N+:36]([O-:38])=[O:37].Cl. Given the product [CH2:1]([O:3][C:4](=[O:20])[CH:5]([C:28]1[CH:35]=[CH:34][C:31]([C:32]#[N:33])=[CH:30][C:29]=1[N+:36]([O-:38])=[O:37])[C:6](=[O:19])[C:7]([C:10]1[CH:15]=[CH:14][C:13]([O:16][CH3:17])=[C:12]([Br:18])[CH:11]=1)([CH3:9])[CH3:8])[CH3:2], predict the reactants needed to synthesize it.